This data is from Forward reaction prediction with 1.9M reactions from USPTO patents (1976-2016). The task is: Predict the product of the given reaction. (1) Given the reactants [Cl:1][C:2]1[CH:7]=[CH:6][C:5]([N+:8]([O-:10])=[O:9])=[C:4](F)[CH:3]=1.[NH:12]1[C:16]([C:17]([O:19][CH3:20])=[O:18])=[C:15]([C:21]([O:23][CH3:24])=[O:22])[N:14]=[CH:13]1.C([O-])([O-])=O.[Cs+].[Cs+].CN(C=O)C, predict the reaction product. The product is: [Cl:1][C:2]1[CH:7]=[CH:6][C:5]([N+:8]([O-:10])=[O:9])=[C:4]([N:12]2[C:16]([C:17]([O:19][CH3:20])=[O:18])=[C:15]([C:21]([O:23][CH3:24])=[O:22])[N:14]=[CH:13]2)[CH:3]=1. (2) Given the reactants [CH3:1][O:2][CH:3]([O:16][CH3:17])[C:4]1[N:5]=[C:6](Cl)[C:7]2[CH2:13][CH2:12][C:11](=[O:14])[NH:10][C:8]=2[N:9]=1, predict the reaction product. The product is: [CH3:17][O:16][CH:3]([O:2][CH3:1])[C:4]1[N:5]=[CH:6][C:7]2[CH2:13][CH2:12][C:11](=[O:14])[NH:10][C:8]=2[N:9]=1. (3) Given the reactants C(O)(C(F)(F)F)=O.[CH3:8][N:9]1[C:13]2[C:14]([CH3:51])=[CH:15][C:16]([C:18]([C:20]3[CH:25]=[C:24]([N:26](C)[C:27](=O)OC(C)(C)C)[N:23]=[C:22]([N:35]4[CH2:40][CH2:39][CH:38]([N:41]5[C:49]6[C:44](=[N:45][CH:46]=[CH:47][CH:48]=6)[NH:43][C:42]5=[O:50])[CH2:37][CH2:36]4)[CH:21]=3)=[O:19])=[CH:17][C:12]=2[O:11][C:10]1=[O:52], predict the reaction product. The product is: [CH3:8][N:9]1[C:13]2[C:14]([CH3:51])=[CH:15][C:16]([C:18]([C:20]3[CH:25]=[C:24]([NH:26][CH3:27])[N:23]=[C:22]([N:35]4[CH2:40][CH2:39][CH:38]([N:41]5[C:49]6[C:44](=[N:45][CH:46]=[CH:47][CH:48]=6)[NH:43][C:42]5=[O:50])[CH2:37][CH2:36]4)[CH:21]=3)=[O:19])=[CH:17][C:12]=2[O:11][C:10]1=[O:52]. (4) Given the reactants CC(C)([O-])C.[O:6]1[CH:10]=[CH:9][CH:8]=[C:7]1[CH:11]=O.[C:13](OCC)(=[O:21])[CH2:14][CH2:15][C:16]([O:18][CH2:19][CH3:20])=[O:17].CC([O-])=O.[Na+].C([O-])([O-])=O.[K+].[K+], predict the reaction product. The product is: [CH2:19]([O:18][C:16]([C:15]1[CH:14]=[C:13]([OH:21])[C:8]2[CH:9]=[CH:10][O:6][C:7]=2[CH:11]=1)=[O:17])[CH3:20]. (5) Given the reactants [NH:1]1[CH2:4][CH:3]([CH:5]2[CH2:10][CH2:9][N:8]([C:11]([C:13]3[S:14][CH:15]=[CH:16][N:17]=3)=[O:12])[CH2:7][CH2:6]2)[CH2:2]1.[F:18][C:19]([F:36])([F:35])[C:20]1[CH:21]=[C:22]([C:26]2[CH:31]=[CH:30][C:29]([C:32](O)=[O:33])=[CH:28][CH:27]=2)[CH:23]=[CH:24][CH:25]=1.CCN(CC)CC.CN(C(ON1N=NC2C=CC=NC1=2)=[N+](C)C)C.F[P-](F)(F)(F)(F)F, predict the reaction product. The product is: [S:14]1[CH:15]=[CH:16][N:17]=[C:13]1[C:11]([N:8]1[CH2:7][CH2:6][CH:5]([CH:3]2[CH2:2][N:1]([C:32]([C:29]3[CH:28]=[CH:27][C:26]([C:22]4[CH:23]=[CH:24][CH:25]=[C:20]([C:19]([F:18])([F:35])[F:36])[CH:21]=4)=[CH:31][CH:30]=3)=[O:33])[CH2:4]2)[CH2:10][CH2:9]1)=[O:12]. (6) Given the reactants C[O:2][C:3](=[O:26])[C@@H:4]([N:9]1[CH2:13][C:12]([O:14][C:15]2[C:20]([F:21])=[CH:19][CH:18]=[C:17]([O:22][CH3:23])[C:16]=2[F:24])=[CH:11][C:10]1=[O:25])[CH2:5][CH:6]([CH3:8])[CH3:7].O.[OH-].[Li+], predict the reaction product. The product is: [F:24][C:16]1[C:17]([O:22][CH3:23])=[CH:18][CH:19]=[C:20]([F:21])[C:15]=1[O:14][C:12]1[CH2:13][N:9]([C@@H:4]([CH2:5][CH:6]([CH3:8])[CH3:7])[C:3]([OH:26])=[O:2])[C:10](=[O:25])[CH:11]=1. (7) Given the reactants O.Cl.[NH2:3][C@@H:4]([C:7]([OH:9])=[O:8])[CH2:5][SH:6].[OH:10][C:11]1[CH:18]=[C:17]([OH:19])[CH:16]=[CH:15][C:12]=1[C:13]#N.P([O-])([O-])([O-])=O.C([O-])(O)=O.[Na+], predict the reaction product. The product is: [OH:10][C:11]1[CH:18]=[C:17]([OH:19])[CH:16]=[CH:15][C:12]=1[C:13]1[S:6][CH2:5][C@H:4]([C:7]([OH:9])=[O:8])[N:3]=1.